This data is from Reaction yield outcomes from USPTO patents with 853,638 reactions. The task is: Predict the reaction yield, written as a fraction of the theoretical maximum amount of product (1.0 means a 100% yield; for example, 0.34 means a 34% yield). (1) The reactants are [C:1]([O:5][C:6](=[O:35])[NH:7][C:8](=[NH:34])[C:9]1[CH:14]=[CH:13][C:12]([CH2:15][NH:16][C:17]([C@H:19]2[N:23]3[C:24](=[O:33])[C:25]([NH:28][S:29]([CH3:32])(=[O:31])=[O:30])=[CH:26][N:27]=[C:22]3[CH2:21][CH2:20]2)=[O:18])=[CH:11][CH:10]=1)([CH3:4])([CH3:3])[CH3:2].C(OC(=O)NC([C:45]1[CH:50]=[CH:49]C(CNC([C@H]2N3C(=O)C(N)=CN=C3CC2)=O)=[CH:47][CH:46]=1)=N)(C)(C)C.C1(S(Cl)(=O)=O)C=CC=CC=1. No catalyst specified. The product is [C:1]([O:5][C:6](=[O:35])[NH:7][C:8](=[NH:34])[C:9]1[CH:14]=[CH:13][C:12]([CH2:15][NH:16][C:17]([C@H:19]2[N:23]3[C:24](=[O:33])[C:25]([NH:28][S:29]([C:32]4[CH:49]=[CH:50][CH:45]=[CH:46][CH:47]=4)(=[O:31])=[O:30])=[CH:26][N:27]=[C:22]3[CH2:21][CH2:20]2)=[O:18])=[CH:11][CH:10]=1)([CH3:4])([CH3:2])[CH3:3]. The yield is 0.801. (2) The reactants are C([N:8]1[CH2:12][CH2:11][C@@:10]([S:29]([C:32]2[CH:37]=[CH:36][C:35]([F:38])=[C:34]([CH3:39])[CH:33]=2)(=[O:31])=[O:30])([C:13]2[CH:18]=[CH:17][C:16]([C:19]([F:28])([C:24]([F:27])([F:26])[F:25])[C:20]([F:23])([F:22])[F:21])=[CH:15][CH:14]=2)[CH2:9]1)C1C=CC=CC=1.[H][H]. The catalyst is [Pd].CO. The product is [F:38][C:35]1[CH:36]=[CH:37][C:32]([S:29]([C@@:10]2([C:13]3[CH:14]=[CH:15][C:16]([C:19]([F:28])([C:20]([F:21])([F:22])[F:23])[C:24]([F:27])([F:26])[F:25])=[CH:17][CH:18]=3)[CH2:11][CH2:12][NH:8][CH2:9]2)(=[O:30])=[O:31])=[CH:33][C:34]=1[CH3:39]. The yield is 0.980. (3) The reactants are [S:1]([N:9]1[CH:13]=[CH:12][N:11]=[CH:10]1)([N:4]1[CH:8]=[CH:7][N:6]=[CH:5]1)(=[O:3])=[O:2].[F:14][C:15]([F:22])([F:21])[S:16]([O:19]C)(=[O:18])=[O:17]. The catalyst is C(Cl)Cl. The product is [F:14][C:15]([F:22])([F:21])[S:16]([O-:19])(=[O:18])=[O:17].[N:4]1([S:1]([N:9]2[CH:13]=[CH:12][N+:11]([CH3:15])=[CH:10]2)(=[O:2])=[O:3])[CH:8]=[CH:7][N:6]=[CH:5]1. The yield is 0.980. (4) The catalyst is CO.[Rh]. The yield is 0.800. The reactants are [NH2:1][C@@H:2]([C:11]1[CH:16]=[CH:15][CH:14]=[CH:13][CH:12]=1)[CH2:3][C:4]([O:6][C:7]([CH3:10])([CH3:9])[CH3:8])=[O:5]. The product is [NH2:1][C@@H:2]([CH:11]1[CH2:16][CH2:15][CH2:14][CH2:13][CH2:12]1)[CH2:3][C:4]([O:6][C:7]([CH3:10])([CH3:8])[CH3:9])=[O:5].